From a dataset of Peptide-MHC class I binding affinity with 185,985 pairs from IEDB/IMGT. Regression. Given a peptide amino acid sequence and an MHC pseudo amino acid sequence, predict their binding affinity value. This is MHC class I binding data. (1) The peptide sequence is ERYFRINSL. The MHC is HLA-B35:03 with pseudo-sequence HLA-B35:03. The binding affinity (normalized) is 0. (2) The peptide sequence is VTYDYIIPK. The MHC is HLA-A31:01 with pseudo-sequence HLA-A31:01. The binding affinity (normalized) is 0.652. (3) The peptide sequence is QLSLRMLSL. The MHC is HLA-A02:12 with pseudo-sequence HLA-A02:12. The binding affinity (normalized) is 0.0847. (4) The peptide sequence is KAGQYVTIW. The MHC is Mamu-A02 with pseudo-sequence Mamu-A02. The binding affinity (normalized) is 0.255. (5) The binding affinity (normalized) is 0. The MHC is HLA-B45:01 with pseudo-sequence HLA-B45:01. The peptide sequence is QALSPRTLNAW. (6) The peptide sequence is LMYFHRRDLR. The MHC is HLA-A03:01 with pseudo-sequence HLA-A03:01. The binding affinity (normalized) is 0.542. (7) The peptide sequence is SRALLLNKY. The MHC is HLA-B58:01 with pseudo-sequence HLA-B58:01. The binding affinity (normalized) is 0.0847.